From a dataset of Forward reaction prediction with 1.9M reactions from USPTO patents (1976-2016). Predict the product of the given reaction. (1) Given the reactants [C:1]12([CH2:11][O:12][C:13]3[CH:18]=[CH:17][N:16]=[CH:15][C:14]=3[Br:19])[CH2:10][CH:5]3CC(C[CH:3]([CH2:4]3)[CH2:2]1)C2.BrC1C=NC=CC=1[O:27]CC1CCCCC1, predict the reaction product. The product is: [Br:19][C:14]1[CH:15]=[N+:16]([O-:27])[CH:17]=[CH:18][C:13]=1[O:12][CH2:11][CH:1]1[CH2:10][CH2:5][CH2:4][CH2:3][CH2:2]1. (2) Given the reactants F[C:2]1[CH:3]=[CH:4][CH:5]=[C:6]2[C:11]=1[N:10]=[CH:9][C:8]([S:12]([C:15]1[CH:20]=[CH:19][CH:18]=[CH:17][CH:16]=1)(=[O:14])=[O:13])=[CH:7]2.C(O[C@H]([C@@H](OC(=O)C1C=CC=CC=1)C(O)=O)C(O)=O)(=O)C1C=CC=CC=1.[NH:47]1[CH2:51][CH2:50][C@H:49]2[CH2:52][N:53]([C:55]([O:57][CH2:58][CH3:59])=[O:56])[CH2:54][C@@H:48]12.C([O-])([O-])=O.[K+].[K+], predict the reaction product. The product is: [C:15]1([S:12]([C:8]2[CH:9]=[N:10][C:11]3[C:6]([CH:7]=2)=[CH:5][CH:4]=[CH:3][C:2]=3[N:47]2[CH2:51][CH2:50][C@H:49]3[CH2:52][N:53]([C:55]([O:57][CH2:58][CH3:59])=[O:56])[CH2:54][C@@H:48]23)(=[O:14])=[O:13])[CH:20]=[CH:19][CH:18]=[CH:17][CH:16]=1. (3) Given the reactants [NH2:1][CH2:2][CH2:3][CH2:4][CH2:5][N:6]1[C:18]2[C:17]3[CH:16]=[CH:15][CH:14]=[CH:13][C:12]=3[N:11]=[C:10]([NH2:19])[C:9]=2[N:8]=[C:7]1[CH3:20].[C:21](Cl)(=[O:25])[CH2:22][CH2:23][CH3:24], predict the reaction product. The product is: [NH2:19][C:10]1[C:9]2[N:8]=[C:7]([CH3:20])[N:6]([CH2:5][CH2:4][CH2:3][CH2:2][NH:1][C:21](=[O:25])[CH2:22][CH2:23][CH3:24])[C:18]=2[C:17]2[CH:16]=[CH:15][CH:14]=[CH:13][C:12]=2[N:11]=1. (4) The product is: [Cl:1][C:2]1[N:7]=[C:6]([NH:8][CH2:9][CH2:10][CH:11]([CH3:12])[CH3:13])[C:5]([NH2:14])=[CH:4][N:3]=1. Given the reactants [Cl:1][C:2]1[N:7]=[C:6]([NH:8][CH2:9][CH2:10][CH:11]([CH3:13])[CH3:12])[C:5]([N+:14]([O-])=O)=[CH:4][N:3]=1.Cl, predict the reaction product. (5) Given the reactants C([O-])(=O)C.C([O-])(=O)C.C1([I+2])C=CC=CC=1.[CH:16]1[C:25]2[C:20](=[CH:21][C:22]([C:26]3[CH:44]=[CH:43][CH:42]=[CH:41][C:27]=3[NH:28][CH2:29][CH2:30][CH2:31][CH2:32][CH2:33][CH2:34][CH2:35][CH2:36][CH2:37][CH2:38][CH2:39][CH3:40])=[CH:23][CH:24]=2)[CH:19]=[CH:18][C:17]=1[C:45]1[CH:63]=[CH:62][CH:61]=[CH:60][C:46]=1[NH:47][CH2:48][CH2:49][CH2:50][CH2:51][CH2:52][CH2:53][CH2:54][CH2:55][CH2:56][CH2:57][CH2:58][CH3:59], predict the reaction product. The product is: [CH2:48]([N:47]1[C:18]2[C:17](=[CH:16][C:25]3[C:20]([CH:19]=2)=[CH:21][C:22]2[C:26]4[C:27](=[CH:41][CH:42]=[CH:43][CH:44]=4)[N:28]([CH2:29][CH2:30][CH2:31][CH2:32][CH2:33][CH2:34][CH2:35][CH2:36][CH2:37][CH2:38][CH2:39][CH3:40])[C:23]=2[CH:24]=3)[C:45]2[C:46]1=[CH:60][CH:61]=[CH:62][CH:63]=2)[CH2:49][CH2:50][CH2:51][CH2:52][CH2:53][CH2:54][CH2:55][CH2:56][CH2:57][CH2:58][CH3:59]. (6) The product is: [CH:29]1([O:28][C:26]([N:17]2[CH:13]3[CH:14]([C:10]([C:9]#[C:8][C:4]4[CH:5]=[CH:6][CH:7]=[C:2]([Cl:1])[CH:3]=4)=[N:11][O:12]3)[CH2:15][CH2:16]2)=[O:27])[CH2:33][CH2:32][CH2:31][CH2:30]1. Given the reactants [Cl:1][C:2]1[CH:3]=[C:4]([C:8]#[C:9][C:10]2[NH:11][O:12][CH:13]3[NH:17][CH2:16][CH2:15][C:14]=23)[CH:5]=[CH:6][CH:7]=1.C(N(CC)CC)C.Cl[C:26]([O:28][CH:29]1[CH2:33][CH2:32][CH2:31][CH2:30]1)=[O:27].O, predict the reaction product.